This data is from Forward reaction prediction with 1.9M reactions from USPTO patents (1976-2016). The task is: Predict the product of the given reaction. (1) Given the reactants [CH3:1][CH:2]1[N:7]([CH3:8])[CH2:6][CH:5]([C:9]2[CH:14]=[CH:13][CH:12]=[CH:11][CH:10]=2)[N:4]([CH2:15][C:16]([O-:18])=O)[C:3]1=[O:19].[Li+].[NH2:21][C:22]1[CH:23]=[C:24]2[C:38](=[CH:39][CH:40]=1)[CH2:37][C:26]1([O:31][C:30](=[O:32])[NH:29][C:28]3[N:33]=[CH:34][CH:35]=[CH:36][C:27]1=3)[CH2:25]2.CN(C(ON1N=NC2C=CC=NC1=2)=[N+](C)C)C.F[P-](F)(F)(F)(F)F.CN1CCOCC1, predict the reaction product. The product is: [CH3:1][CH:2]1[N:7]([CH3:8])[CH2:6][CH:5]([C:9]2[CH:10]=[CH:11][CH:12]=[CH:13][CH:14]=2)[N:4]([CH2:15][C:16]([NH:21][C:22]2[CH:23]=[C:24]3[C:38](=[CH:39][CH:40]=2)[CH2:37][C:26]2([O:31][C:30](=[O:32])[NH:29][C:28]4[N:33]=[CH:34][CH:35]=[CH:36][C:27]2=4)[CH2:25]3)=[O:18])[C:3]1=[O:19]. (2) The product is: [CH3:23][CH:21]([CH3:22])[CH2:20][CH2:19][N:18]1[C:17]2[CH:24]=[CH:25][C:26]([C:28]#[N:29])=[CH:27][C:16]=2[N:15]=[C:14]1[CH2:13][N:6]1[C:7]2[CH:12]=[CH:11][N:38]=[CH:9][C:8]=2[NH:4][C:5]1=[O:30]. Given the reactants C([N:4]1[C:8]2[CH:9]=C[CH:11]=[CH:12][C:7]=2[N:6]([CH2:13][C:14]2[N:18]([CH2:19][CH2:20][CH:21]([CH3:23])[CH3:22])[C:17]3[CH:24]=[CH:25][C:26]([C:28]#[N:29])=[CH:27][C:16]=3[N:15]=2)[C:5]1=[O:30])(C)C.C(OC([N:38]1C2C=CN=CC=2NC1=O)=O)(C)(C)C, predict the reaction product.